Dataset: Forward reaction prediction with 1.9M reactions from USPTO patents (1976-2016). Task: Predict the product of the given reaction. Given the reactants [CH3:1][C:2]1[N:3]([C:8]2[CH:12]=[CH:11][N:10]([CH3:13])[N:9]=2)[C:4]([CH3:7])=[CH:5][CH:6]=1.[Li][CH2:15]CCC.CCCCCC.C([O:27][C:28](=O)[C:29]([F:32])([F:31])[F:30])C, predict the reaction product. The product is: [CH3:7][C:4]1[N:3]([C:8]2[CH:12]=[C:11]([C:28]([OH:27])([CH3:15])[C:29]([F:32])([F:31])[F:30])[N:10]([CH3:13])[N:9]=2)[C:2]([CH3:1])=[CH:6][CH:5]=1.